Dataset: Full USPTO retrosynthesis dataset with 1.9M reactions from patents (1976-2016). Task: Predict the reactants needed to synthesize the given product. (1) Given the product [Br:1][C:2]1[CH:3]=[CH:4][C:5]2[C:11]3[S:12][C:13]([C:15](=[S:35])[NH:17][C:18]4[CH:23]=[CH:22][CH:21]=[CH:20][C:19]=4[Cl:24])=[CH:14][C:10]=3[CH2:9][CH2:8][O:7][C:6]=2[CH:25]=1, predict the reactants needed to synthesize it. The reactants are: [Br:1][C:2]1[CH:3]=[CH:4][C:5]2[C:11]3[S:12][C:13]([C:15]([NH:17][C:18]4[CH:23]=[CH:22][CH:21]=[CH:20][C:19]=4[Cl:24])=O)=[CH:14][C:10]=3[CH2:9][CH2:8][O:7][C:6]=2[CH:25]=1.COC1C=CC(P2(SP(C3C=CC(OC)=CC=3)(=S)S2)=[S:35])=CC=1. (2) Given the product [CH2:8]([O:7][CH2:6][C:2]1[O:1][CH:5]=[CH:4][CH:3]=1)[CH:12]1[O:11][CH2:10]1, predict the reactants needed to synthesize it. The reactants are: [O:1]1[CH:5]=[CH:4][CH:3]=[C:2]1[CH2:6][OH:7].[CH2:8]1[CH2:12][O:11][CH2:10]C1. (3) The reactants are: [C:1]([C@H:4]([N:9]([CH2:20][C:21]([OH:23])=O)[S:10]([C:13]1[CH:18]=[CH:17][C:16]([Cl:19])=[CH:15][CH:14]=1)(=[O:12])=[O:11])[CH2:5][CH:6]([CH3:8])[CH3:7])(=[O:3])[NH2:2].[CH:24]1([NH2:27])[CH2:26][CH2:25]1.ON1C2C=CC=CC=2N=N1.C1(N=C=NC2CCCCC2)CCCCC1. Given the product [Cl:19][C:16]1[CH:17]=[CH:18][C:13]([S:10]([N:9]([C@H:4]([CH2:5][CH:6]([CH3:7])[CH3:8])[C:1]([NH2:2])=[O:3])[CH2:20][C:21](=[O:23])[NH:27][CH:24]2[CH2:26][CH2:25]2)(=[O:11])=[O:12])=[CH:14][CH:15]=1, predict the reactants needed to synthesize it. (4) Given the product [Cl:22][C:23]1[CH:24]=[C:25]2[C:30](=[CH:31][N:32]=1)[N:29]=[CH:28][C:27]([F:21])=[C:26]2[N:33]1[CH2:38][CH2:37][CH2:36][C@H:35]([NH:39][C:40](=[O:46])[O:41][C:42]([CH3:43])([CH3:45])[CH3:44])[CH2:34]1, predict the reactants needed to synthesize it. The reactants are: F[B-](F)(F)F.F[B-](F)(F)F.ClC[N+]12CC[N+]([F:21])(CC1)CC2.[Cl:22][C:23]1[CH:24]=[C:25]2[C:30](=[CH:31][N:32]=1)[N:29]=[CH:28][CH:27]=[C:26]2[N:33]1[CH2:38][CH2:37][CH2:36][C@H:35]([NH:39][C:40](=[O:46])[O:41][C:42]([CH3:45])([CH3:44])[CH3:43])[CH2:34]1. (5) Given the product [CH:77]([C:62]1[CH:61]=[C:60]([NH:59][C:58]([NH:57][C@@H:50]2[C:51]3[C:56](=[CH:55][CH:54]=[CH:53][CH:52]=3)[C@H:47]([O:46][C:43]3[CH:44]=[CH:45][C:40]4[N:41]([C:37]([N:31]5[CH2:32][CH2:33][CH2:34][CH2:35][C@@H:30]5[CH3:29])=[N:38][N:39]=4)[CH:42]=3)[CH2:48][CH2:49]2)=[O:80])[N:64]([C:65]2[CH:66]=[N:67][N:68]([CH2:70][CH2:71][O:72][S:73]([CH3:76])(=[O:75])=[O:74])[CH:69]=2)[N:63]=1)([CH3:78])[CH3:79], predict the reactants needed to synthesize it. The reactants are: C[C@H]1CCCCN1C1N2C=C(O[C@H]3C4C(=CC=CC=4)[C@@H](N)CC3)C=CC2=NN=1.[CH3:29][C@H:30]1[CH2:35][CH2:34][CH2:33][C@@H:32](C)[N:31]1[C:37]1[N:41]2[CH:42]=[C:43]([O:46][C@H:47]3[C:56]4[C:51](=[CH:52][CH:53]=[CH:54][CH:55]=4)[C@@H:50]([NH:57][C:58](=[O:80])[NH:59][C:60]4[N:64]([C:65]5[CH:66]=[N:67][N:68]([CH2:70][CH2:71][O:72][S:73]([CH3:76])(=[O:75])=[O:74])[CH:69]=5)[N:63]=[C:62]([CH:77]([CH3:79])[CH3:78])[CH:61]=4)[CH2:49][CH2:48]3)[CH:44]=[CH:45][C:40]2=[N:39][N:38]=1. (6) Given the product [NH2:47][C:39]1[O:40][C@H:41]([C:43]([F:44])([F:46])[F:45])[CH2:42][C@:37]([C:35]2[CH:36]=[C:31]([NH:30][C:9](=[O:11])[C:6]3[CH:5]=[CH:4][C:3]([C:1]#[N:2])=[CH:8][N:7]=3)[CH:32]=[C:33]([F:51])[C:34]=2[F:50])([CH2:48][F:49])[N:38]=1, predict the reactants needed to synthesize it. The reactants are: [C:1]([C:3]1[CH:4]=[CH:5][C:6]([C:9]([OH:11])=O)=[N:7][CH:8]=1)#[N:2].[Cl-].COC1N=C(OC)N=C([N+]2(C)CCOCC2)N=1.[NH2:30][C:31]1[CH:32]=[C:33]([F:51])[C:34]([F:50])=[C:35]([C@:37]2([CH2:48][F:49])[CH2:42][C@@H:41]([C:43]([F:46])([F:45])[F:44])[O:40][C:39]([NH2:47])=[N:38]2)[CH:36]=1.